The task is: Predict which catalyst facilitates the given reaction.. This data is from Catalyst prediction with 721,799 reactions and 888 catalyst types from USPTO. (1) Reactant: [CH2:1]([OH:5])[CH2:2][CH2:3][OH:4].C(N(CC)CC)C.[C:13](Cl)(=[O:35])[CH2:14][CH2:15][CH2:16][CH2:17][CH2:18][CH2:19][CH2:20][CH2:21][CH2:22][CH2:23][CH2:24]/[CH:25]=[CH:26]\[CH2:27][CH2:28][CH2:29][CH2:30][CH2:31][CH2:32][CH2:33][CH3:34].C(OC(C)C)(C)C.Cl. Product: [C:13]([CH:1]([OH:5])[CH2:2][CH2:3][OH:4])(=[O:35])[CH2:14][CH2:15][CH2:16][CH2:17][CH2:18][CH2:19][CH2:20][CH2:21][CH2:22][CH2:23][CH2:24]/[CH:25]=[CH:26]\[CH2:27][CH2:28][CH2:29][CH2:30][CH2:31][CH2:32][CH2:33][CH3:34]. The catalyst class is: 527. (2) Reactant: [Cl-].[CH3:2][O:3][CH2:4][P+](C1C=CC=CC=1)(C1C=CC=CC=1)C1C=CC=CC=1.C[Si](C)(C)[N-][Si](C)(C)C.[Li+].[CH:34]([C:37]1[CH:44]=[C:43]([Br:45])[CH:42]=[C:41]([CH:46]([CH3:48])[CH3:47])[C:38]=1[CH:39]=O)([CH3:36])[CH3:35]. The catalyst class is: 1. Product: [CH:34]([C:37]1[CH:44]=[C:43]([Br:45])[CH:42]=[C:41]([CH:46]([CH3:48])[CH3:47])[C:38]=1[CH:39]=[CH:2][O:3][CH3:4])([CH3:36])[CH3:35]. (3) Reactant: [H-].[Na+].[F:3][C:4]([F:8])([F:7])[CH2:5][OH:6].F[C:10]1[CH:15]=[CH:14][CH:13]=[CH:12][C:11]=1[N+:16]([O-:18])=[O:17].O. Product: [F:3][C:4]([F:8])([F:7])[CH2:5][O:6][C:10]1[CH:15]=[CH:14][CH:13]=[CH:12][C:11]=1[N+:16]([O-:18])=[O:17]. The catalyst class is: 42. (4) Reactant: [Cl:1][C:2]1[CH:3]=[CH:4][C:5]2[N:6]=[CH:7][N:8]=[C:9](OC3CCOCC3)[C:10]=2[N:11]=1.[CH:19]1([NH2:22])[CH2:21][CH2:20]1.CC(C)([O-])C.[Na+]. Product: [Cl:1][C:2]1[CH:3]=[CH:4][C:5]2[N:6]=[CH:7][N:8]=[C:9]([NH:22][CH:19]3[CH2:21][CH2:20]3)[C:10]=2[N:11]=1. The catalyst class is: 12. (5) Reactant: [NH2:1][CH2:2][C@@H:3]1[CH2:7][N:6]([CH2:8][CH2:9][C:10]2[C:19]3[C:14](=[CH:15][CH:16]=[C:17]([O:20][CH3:21])[N:18]=3)[N:13]=[CH:12][C:11]=2[F:22])[CH2:5][C@H:4]1[OH:23].[O:24]=[C:25]1[NH:30][C:29]2[N:31]=[C:32]([CH:35]=O)[CH:33]=[CH:34][C:28]=2[S:27][CH2:26]1.[BH-](OC(C)=O)(OC(C)=O)OC(C)=O.[Na+]. Product: [F:22][C:11]1[CH:12]=[N:13][C:14]2[C:19]([C:10]=1[CH2:9][CH2:8][N:6]1[CH2:5][C@@H:4]([OH:23])[C@H:3]([CH2:2][NH:1][CH2:35][C:32]3[CH:33]=[CH:34][C:28]4[S:27][CH2:26][C:25](=[O:24])[NH:30][C:29]=4[N:31]=3)[CH2:7]1)=[N:18][C:17]([O:20][CH3:21])=[CH:16][CH:15]=2. The catalyst class is: 497. (6) Reactant: [C:1](O[C:1]([O:3][C:4]([CH3:7])([CH3:6])[CH3:5])=[O:2])([O:3][C:4]([CH3:7])([CH3:6])[CH3:5])=[O:2].C(N(CC)CC)C.[Br:23][C:24]1[C:25]([N:40]2[CH2:45][CH2:44][CH2:43][C@@H:42]([NH:46][C:47](=[O:53])[O:48][C:49]([CH3:52])([CH3:51])[CH3:50])[CH2:41]2)=[C:26]2[C:32]([NH:33][C:34](=[O:39])[CH2:35][CH2:36][O:37][CH3:38])=[CH:31][NH:30][C:27]2=[N:28][CH:29]=1.O. Product: [Br:23][C:24]1[C:25]([N:40]2[CH2:45][CH2:44][CH2:43][C@@H:42]([NH:46][C:47]([O:48][C:49]([CH3:50])([CH3:52])[CH3:51])=[O:53])[CH2:41]2)=[C:26]2[C:32]([NH:33][C:34](=[O:39])[CH2:35][CH2:36][O:37][CH3:38])=[CH:31][N:30]([C:1]([O:3][C:4]([CH3:7])([CH3:6])[CH3:5])=[O:2])[C:27]2=[N:28][CH:29]=1. The catalyst class is: 143. (7) Reactant: [H-].[Na+].[CH3:3][C:4]([OH:9])([CH2:6][CH:7]=[CH2:8])[CH3:5].[CH2:10](Br)[CH:11]=[CH2:12]. Product: [CH2:12]([O:9][C:4]([CH3:5])([CH3:3])[CH2:6][CH:7]=[CH2:8])[CH:11]=[CH2:10]. The catalyst class is: 9. (8) Reactant: [C:1]([O:4][C:5]1[C:26]2[C:21](=[CH:22][CH:23]=[CH:24][CH:25]=2)[C:8]2[O:9][CH:10]=[C:11]([C:12]3[CH:17]=[CH:16][C:15]([CH:18]([CH3:20])[CH3:19])=[CH:14][CH:13]=3)[C:7]=2[C:6]=1[CH3:27])(=[O:3])[CH3:2]. Product: [C:1]([O:4][C:5]1[C:26]2[C:21](=[CH:22][CH:23]=[CH:24][CH:25]=2)[C:8]2[O:9][CH2:10][CH:11]([C:12]3[CH:13]=[CH:14][C:15]([CH:18]([CH3:20])[CH3:19])=[CH:16][CH:17]=3)[C:7]=2[C:6]=1[CH3:27])(=[O:3])[CH3:2]. The catalyst class is: 195. (9) Reactant: [CH2:1]([O:8][C:9]1[C:10]([CH2:24][OH:25])=[N+:11]([O-])[CH:12]=[CH:13][C:14]=1[O:15][CH2:16][C:17]1[CH:22]=[CH:21][CH:20]=[CH:19][CH:18]=1)[C:2]1[CH:7]=[CH:6][CH:5]=[CH:4][CH:3]=1.[Si]([C:30]#[N:31])(C)(C)C.N(C(Cl)=O)(CC)CC. Product: [CH2:16]([O:15][C:14]1[C:9]([O:8][CH2:1][C:2]2[CH:7]=[CH:6][CH:5]=[CH:4][CH:3]=2)=[C:10]([CH2:24][OH:25])[N:11]=[C:12]([C:30]#[N:31])[CH:13]=1)[C:17]1[CH:22]=[CH:21][CH:20]=[CH:19][CH:18]=1. The catalyst class is: 2. (10) The catalyst class is: 3. Product: [C:1]([O:5][C:6](=[O:7])[NH:8][C@H:9]([CH2:14][C:15]1[CH:20]=[C:19]([F:21])[C:18]([F:22])=[CH:17][C:16]=1[F:23])[CH2:10][C:11](=[O:13])[NH:47][NH:46][C:48]1[N:53]2[N:54]=[CH:55][N:56]=[C:52]2[CH:51]=[CH:50][N:49]=1)([CH3:2])([CH3:3])[CH3:4]. Reactant: [C:1]([O:5][C:6]([NH:8][C@H:9]([CH2:14][C:15]1[CH:20]=[C:19]([F:21])[C:18]([F:22])=[CH:17][C:16]=1[F:23])[CH2:10][C:11]([OH:13])=O)=[O:7])([CH3:4])([CH3:3])[CH3:2].Cl.CN(C)CCCN=C=NCC.ON1C2C=CC=CC=2N=N1.[NH:46]([C:48]1[N:53]2[N:54]=[CH:55][N:56]=[C:52]2[CH:51]=[CH:50][N:49]=1)[NH2:47].C(N(CC)C(C)C)(C)C.